This data is from Reaction yield outcomes from USPTO patents with 853,638 reactions. The task is: Predict the reaction yield, written as a fraction of the theoretical maximum amount of product (1.0 means a 100% yield; for example, 0.34 means a 34% yield). (1) The product is [CH3:9][O:8][C:4]1[CH:3]=[C:2]([CH2:1][NH:12][CH3:11])[CH:7]=[CH:6][CH:5]=1. The reactants are [CH:1](=O)[C:2]1[CH:7]=[CH:6][CH:5]=[C:4]([O:8][CH3:9])[CH:3]=1.[CH3:11][NH2:12].[BH4-].[Na+]. The catalyst is CO. The yield is 0.700. (2) The reactants are [Br:1][C:2]1[CH:3]=[C:4]2[C:8](=[CH:9][CH:10]=1)[NH:7][CH2:6][CH2:5]2.[C:11]([O:15][C:16](OC([O-])=O)=[O:17])([CH3:14])([CH3:13])[CH3:12]. The catalyst is C(Cl)Cl. The product is [C:11]([O:15][C:16]([N:7]1[C:8]2[C:4](=[CH:3][C:2]([Br:1])=[CH:10][CH:9]=2)[CH2:5][CH2:6]1)=[O:17])([CH3:14])([CH3:13])[CH3:12]. The yield is 0.890. (3) The reactants are [CH3:1][O:2][C:3]1[CH:8]=[CH:7][C:6]([C:9]2[CH2:10][CH2:11][O:12][CH2:13][CH:14]=2)=[CH:5][C:4]=1[N+:15]([O-])=O. The catalyst is CO.ClCCl.[Pd]. The product is [CH3:1][O:2][C:3]1[CH:8]=[CH:7][C:6]([CH:9]2[CH2:14][CH2:13][O:12][CH2:11][CH2:10]2)=[CH:5][C:4]=1[NH2:15]. The yield is 0.950. (4) The reactants are [Cl:1][C:2]1[C:7]([C:8]2[CH:9]=[C:10]3[C:14](=[CH:15][CH:16]=2)[NH:13]N=C3)=[CH:6][CH:5]=[CH:4][N:3]=1.BrC1[C:19](Cl)=[N:20]C=CC=1.N1C2C=CC(B3OC(C)(C)C(C)(C)O3)=CC=2N=C1.C([O-])([O-])=O.[Na+].[Na+]. The catalyst is O1CCOCC1.C1C=CC([P]([Pd]([P](C2C=CC=CC=2)(C2C=CC=CC=2)C2C=CC=CC=2)([P](C2C=CC=CC=2)(C2C=CC=CC=2)C2C=CC=CC=2)[P](C2C=CC=CC=2)(C2C=CC=CC=2)C2C=CC=CC=2)(C2C=CC=CC=2)C2C=CC=CC=2)=CC=1. The product is [Cl:1][C:2]1[C:7]([C:8]2[CH:16]=[CH:15][C:14]3[N:13]=[CH:19][NH:20][C:10]=3[CH:9]=2)=[CH:6][CH:5]=[CH:4][N:3]=1. The yield is 0.260.